From a dataset of Peptide-MHC class I binding affinity with 185,985 pairs from IEDB/IMGT. Regression. Given a peptide amino acid sequence and an MHC pseudo amino acid sequence, predict their binding affinity value. This is MHC class I binding data. (1) The binding affinity (normalized) is 0.0847. The MHC is HLA-B38:01 with pseudo-sequence HLA-B38:01. The peptide sequence is APPHGGIAF. (2) The peptide sequence is SQISNTEMY. The MHC is HLA-A11:01 with pseudo-sequence HLA-A11:01. The binding affinity (normalized) is 0.213. (3) The peptide sequence is AMHYIRHRA. The binding affinity (normalized) is 0.0847. The MHC is HLA-B15:01 with pseudo-sequence HLA-B15:01. (4) The peptide sequence is THADVPVVL. The MHC is HLA-B08:01 with pseudo-sequence HLA-B08:01. The binding affinity (normalized) is 0.0847.